This data is from Reaction yield outcomes from USPTO patents with 853,638 reactions. The task is: Predict the reaction yield, written as a fraction of the theoretical maximum amount of product (1.0 means a 100% yield; for example, 0.34 means a 34% yield). (1) The reactants are [CH2:1]([C:4]1[C:12]([O:13][CH2:14][CH2:15][Si:16]([CH3:19])([CH3:18])[CH3:17])=[C:11]2[C:7]([CH2:8][O:9][C:10]2=[O:20])=[C:6]([CH3:21])[C:5]=1[CH2:22][CH3:23])[CH:2]=C.NC(N)=S.C[OH:29]. The catalyst is C(Cl)Cl.N1C=CC=CC=1. The product is [CH2:22]([C:5]1[C:6]([CH3:21])=[C:7]2[C:11]([C:10](=[O:20])[O:9][CH2:8]2)=[C:12]([O:13][CH2:14][CH2:15][Si:16]([CH3:18])([CH3:19])[CH3:17])[C:4]=1[CH2:1][CH:2]=[O:29])[CH3:23]. The yield is 0.690. (2) The reactants are [CH3:1][O:2][C:3]1[CH:4]=[C:5]([C:11]([C:15]2[CH:20]=[CH:19][CH:18]=[C:17]([N+:21]([O-])=O)[CH:16]=2)=[CH:12][C:13]#[N:14])[CH:6]=[CH:7][C:8]=1[O:9][CH3:10].[H][H]. The catalyst is C(OCC)(=O)C.[Pd]. The product is [NH2:21][C:17]1[CH:16]=[C:15]([C:11]([C:5]2[CH:6]=[CH:7][C:8]([O:9][CH3:10])=[C:3]([O:2][CH3:1])[CH:4]=2)=[CH:12][C:13]#[N:14])[CH:20]=[CH:19][CH:18]=1. The yield is 0.560. (3) The reactants are C[O:2][C:3]1[CH:4]=[C:5]2[C:9](=[CH:10][CH:11]=1)[CH2:8][NH:7][CH2:6]2.[BrH:12]. No catalyst specified. The product is [BrH:12].[OH:2][C:3]1[CH:4]=[C:5]2[C:9](=[CH:10][CH:11]=1)[CH2:8][NH:7][CH2:6]2. The yield is 0.930. (4) The reactants are O[CH2:2][C:3]1[CH:12]=[N:11][C:10]2[N:9]3[CH2:13][CH2:14][CH2:15][C@H:8]3[C:7](=[O:16])[NH:6][C:5]=2[CH:4]=1.Cl.[Cl:18][C:19]1[CH:20]=[C:21]([CH:26]=[CH:27][C:28]=1[N:29]1[CH2:34][CH2:33][NH:32][CH2:31][CH2:30]1)[C:22]([NH:24][CH3:25])=[O:23].[I-].C(C[P+](C)(C)C)#N.C(N(CC)C(C)C)(C)C. The catalyst is C(#N)CC. The product is [Cl:18][C:19]1[CH:20]=[C:21]([CH:26]=[CH:27][C:28]=1[N:29]1[CH2:30][CH2:31][N:32]([CH2:2][C:3]2[CH:12]=[N:11][C:10]3[N:9]4[CH2:13][CH2:14][CH2:15][C@H:8]4[C:7](=[O:16])[NH:6][C:5]=3[CH:4]=2)[CH2:33][CH2:34]1)[C:22]([NH:24][CH3:25])=[O:23]. The yield is 0.256. (5) The reactants are [CH3:1][S:2]([C:5]1[CH:10]=[CH:9][C:8]([C:11]2[C:12]([O:29][C:30]3[CH:35]=[CH:34][C:33]([O:36][CH2:37][CH2:38][N:39]4[CH2:44][CH2:43][CH2:42][CH2:41][CH2:40]4)=[CH:32][CH:31]=3)=[C:13]3[C:18](=[CH:19][CH:20]=2)[CH:17]=[C:16]([O:21][C:22](=[O:28])[O:23][CH2:24][CH:25]([CH3:27])[CH3:26])[CH:15]=[CH:14]3)=[CH:7][CH:6]=1)(=[O:4])=[O:3].[ClH:45].CCOCC. The catalyst is ClCCl. The product is [ClH:45].[CH3:1][S:2]([C:5]1[CH:6]=[CH:7][C:8]([C:11]2[C:12]([O:29][C:30]3[CH:31]=[CH:32][C:33]([O:36][CH2:37][CH2:38][N:39]4[CH2:40][CH2:41][CH2:42][CH2:43][CH2:44]4)=[CH:34][CH:35]=3)=[C:13]3[C:18](=[CH:19][CH:20]=2)[CH:17]=[C:16]([O:21][C:22](=[O:28])[O:23][CH2:24][CH:25]([CH3:26])[CH3:27])[CH:15]=[CH:14]3)=[CH:9][CH:10]=1)(=[O:4])=[O:3]. The yield is 0.730. (6) The reactants are Br[C:2]1[CH:3]=[CH:4][C:5]([NH:8][CH2:9][C:10]2[CH:15]=[N:14][C:13]([CH3:16])=[C:12]3[O:17][C:18]([CH3:22])([CH3:21])[O:19][CH2:20][C:11]=23)=[N:6][CH:7]=1.C1(P(C2C=CC=CC=2)C2C=CC=CC=2)C=CC=CC=1.C(=O)([O-])[O-].[Cs+].[Cs+].[C:48]([C:50]1[CH:55]=[CH:54][C:53](B(O)O)=[CH:52][CH:51]=1)#[N:49]. The catalyst is C1(C)C=CC=CC=1.O.C(O)C(C)C. The product is [CH3:21][C:18]1([CH3:22])[O:17][C:12]2=[C:13]([CH3:16])[N:14]=[CH:15][C:10]([CH2:9][NH:8][C:5]3[N:6]=[CH:7][C:2]([C:53]4[CH:54]=[CH:55][C:50]([C:48]#[N:49])=[CH:51][CH:52]=4)=[CH:3][CH:4]=3)=[C:11]2[CH2:20][O:19]1. The yield is 0.570.